Predict the reactants needed to synthesize the given product. From a dataset of Full USPTO retrosynthesis dataset with 1.9M reactions from patents (1976-2016). (1) Given the product [NH2:13][C:4]1[C:3]([CH2:2][NH2:1])=[CH:12][CH:11]=[CH:10][C:5]=1[C:6]([O:8][CH3:9])=[O:7], predict the reactants needed to synthesize it. The reactants are: [NH2:1][CH2:2][C:3]1[C:4]([N+:13]([O-])=O)=[C:5]([CH:10]=[CH:11][CH:12]=1)[C:6]([O:8][CH3:9])=[O:7]. (2) Given the product [NH:22]1[C:23]2[C:28](=[CH:27][CH:26]=[CH:25][CH:24]=2)[C:20]([CH2:19][CH:16]2[C:15]3[N:11]([C:12]([C:29]4[CH:34]=[CH:33][CH:32]=[CH:31][CH:30]=4)=[N:13][N:14]=3)[C:10]3[CH:35]=[CH:36][CH:37]=[CH:38][C:9]=3[N:8]([CH2:7][C:6]([OH:39])=[O:5])[C:17]2=[O:18])=[CH:21]1, predict the reactants needed to synthesize it. The reactants are: C([O:5][C:6](=[O:39])[CH2:7][N:8]1[C:17](=[O:18])[CH:16]([CH2:19][C:20]2[C:28]3[C:23](=[CH:24][CH:25]=[CH:26][CH:27]=3)[NH:22][CH:21]=2)[C:15]2[N:11]([C:12]([C:29]3[CH:34]=[CH:33][CH:32]=[CH:31][CH:30]=3)=[N:13][N:14]=2)[C:10]2[CH:35]=[CH:36][CH:37]=[CH:38][C:9]1=2)(C)(C)C.C(O)(C(F)(F)F)=O. (3) Given the product [Cl:13][C:14]1[C:19]([C:21]([OH:23])=[O:22])=[CH:18][N:17]=[CH:16][C:15]=1[F:20], predict the reactants needed to synthesize it. The reactants are: [Li+].CCC[CH2-].C(NC(C)C)(C)C.[Cl:13][C:14]1[CH:19]=[CH:18][N:17]=[CH:16][C:15]=1[F:20].[C:21](=[O:23])=[O:22]. (4) The reactants are: C([O:5][C:6]([C@:8]1([CH2:38][CH:39]([CH3:41])[CH3:40])[CH2:12][C@H:11]([C:13]2[CH:18]=[C:17]([C:19]#[N:20])[CH:16]=[CH:15][N:14]=2)[C@H:10]([C:21]2[S:25][CH:24]=[N:23][CH:22]=2)[N:9]1[C:26](=[O:37])[C:27]1[CH:32]=[CH:31][C:30]([C:33]([CH3:36])([CH3:35])[CH3:34])=[CH:29][CH:28]=1)=[O:7])(C)(C)C.C(O)(C(F)(F)F)=O. Given the product [C:33]([C:30]1[CH:29]=[CH:28][C:27]([C:26]([N:9]2[C@@H:10]([C:21]3[S:25][CH:24]=[N:23][CH:22]=3)[C@@H:11]([C:13]3[CH:18]=[C:17]([C:19]#[N:20])[CH:16]=[CH:15][N:14]=3)[CH2:12][C@@:8]2([CH2:38][CH:39]([CH3:40])[CH3:41])[C:6]([OH:7])=[O:5])=[O:37])=[CH:32][CH:31]=1)([CH3:35])([CH3:34])[CH3:36], predict the reactants needed to synthesize it. (5) Given the product [NH2:20][C:17]1[N:18]=[CH:19][C:14]2[S:13][C:12](=[O:21])[N:11]([C@@H:9]3[O:10][C@H:6]([C@@H:5]([O:4][C:1](=[O:3])[CH3:2])[CH:26]4[CH2:27][CH2:28]4)[CH2:7][C@H:8]3[OH:31])[C:15]=2[N:16]=1, predict the reactants needed to synthesize it. The reactants are: [C:1]([O:4][CH:5]([CH:26]1[CH2:28][CH2:27]1)[C@H:6]1[O:10][C@@H:9]([N:11]2[C:15]3[N:16]=[C:17]([NH2:20])[N:18]=[CH:19][C:14]=3[S:13][C:12]2=[O:21])[C@@H:8](CC([O-])=O)[CH2:7]1)(=[O:3])[CH3:2].C(OC([C@H]1O[C@@H](N2C3N=C(N)N=CC=3SC2=O)[C@@H](CC([O-])=O)C1)CC)(=[O:31])C. (6) Given the product [Br:1][C:2]1[C:10]2[NH:9][C:8]3[C:11]([O:19][CH2:18][CH3:17])=[N:12][C:13]([Cl:15])=[N:14][C:7]=3[C:6]=2[CH:5]=[CH:4][CH:3]=1, predict the reactants needed to synthesize it. The reactants are: [Br:1][C:2]1[C:10]2[NH:9][C:8]3[C:11](Cl)=[N:12][C:13]([Cl:15])=[N:14][C:7]=3[C:6]=2[CH:5]=[CH:4][CH:3]=1.[CH3:17][CH2:18][O-:19].[Na+].